From a dataset of Full USPTO retrosynthesis dataset with 1.9M reactions from patents (1976-2016). Predict the reactants needed to synthesize the given product. (1) Given the product [O:1]=[C:2]1[C:10](=[CH:25][C:21]2[NH:20][CH:24]=[CH:23][CH:22]=2)[C:9]2[C:4](=[CH:5][C:6]([NH:11][C:12](=[O:19])[C:13]3[CH:14]=[CH:15][CH:16]=[CH:17][CH:18]=3)=[CH:7][CH:8]=2)[NH:3]1, predict the reactants needed to synthesize it. The reactants are: [O:1]=[C:2]1[CH2:10][C:9]2[C:4](=[CH:5][C:6]([NH:11][C:12](=[O:19])[C:13]3[CH:18]=[CH:17][CH:16]=[CH:15][CH:14]=3)=[CH:7][CH:8]=2)[NH:3]1.[NH:20]1[CH:24]=[CH:23][CH:22]=[C:21]1[CH:25]=O. (2) Given the product [Cl:1][C:2]1[C:7]([S:8]([CH3:11])(=[O:9])=[O:10])=[CH:6][C:5]([C:12]2[N:13]([C:33]([N:35]3[CH2:40][CH2:39][N:38]([CH2:41][CH2:42][CH2:43][S:44]([CH3:47])(=[O:46])=[O:45])[CH2:37][CH2:36]3)=[O:34])[C@@:14]([C:26]3[CH:31]=[CH:30][C:29]([Cl:32])=[CH:28][CH:27]=3)([CH3:25])[C@@:15]([C:18]3[CH:19]=[CH:20][C:21]([Cl:24])=[CH:22][CH:23]=3)([CH3:17])[N:16]=2)=[C:4]([O:48][CH2:51][CH2:50][F:49])[CH:3]=1, predict the reactants needed to synthesize it. The reactants are: [Cl:1][C:2]1[C:7]([S:8]([CH3:11])(=[O:10])=[O:9])=[CH:6][C:5]([C:12]2[N:13]([C:33]([N:35]3[CH2:40][CH2:39][N:38]([CH2:41][CH2:42][CH2:43][S:44]([CH3:47])(=[O:46])=[O:45])[CH2:37][CH2:36]3)=[O:34])[C@@:14]([C:26]3[CH:31]=[CH:30][C:29]([Cl:32])=[CH:28][CH:27]=3)([CH3:25])[C@@:15]([C:18]3[CH:23]=[CH:22][C:21]([Cl:24])=[CH:20][CH:19]=3)([CH3:17])[N:16]=2)=[C:4]([OH:48])[CH:3]=1.[F:49][CH2:50][CH2:51]I. (3) Given the product [C:12]([O:16][C:17]([N:19]1[CH2:23][CH2:22][CH:21]([CH2:24][NH:25][C:2]2[C:3]3[N:4]([N:8]=[C:9]([Cl:11])[N:10]=3)[CH:5]=[CH:6][CH:7]=2)[CH2:20]1)=[O:18])([CH3:15])([CH3:14])[CH3:13], predict the reactants needed to synthesize it. The reactants are: Br[C:2]1[C:3]2[N:4]([N:8]=[C:9]([Cl:11])[N:10]=2)[CH:5]=[CH:6][CH:7]=1.[C:12]([O:16][C:17]([N:19]1[CH2:23][CH2:22][CH:21]([CH2:24][NH2:25])[CH2:20]1)=[O:18])([CH3:15])([CH3:14])[CH3:13]. (4) Given the product [CH3:26][C:21]1([CH3:27])[C:22]([CH3:25])([CH3:24])[O:23][B:19]([C:7]2[CH2:16][CH2:15][C:10]3([O:14][CH2:13][CH2:12][O:11]3)[CH2:9][CH:8]=2)[O:20]1, predict the reactants needed to synthesize it. The reactants are: FC(F)(F)S(O[C:7]1[CH2:16][CH2:15][C:10]2([O:14][CH2:13][CH2:12][O:11]2)[CH2:9][CH:8]=1)(=O)=O.[B:19]1([B:19]2[O:23][C:22]([CH3:25])([CH3:24])[C:21]([CH3:27])([CH3:26])[O:20]2)[O:23][C:22]([CH3:25])([CH3:24])[C:21]([CH3:27])([CH3:26])[O:20]1.CC([O-])=O.[K+].[Na+].[Br-]. (5) Given the product [CH:6]([C:5]1[CH:8]=[CH:9][C:2]([NH:28][C:26]([C:16]2[CH:17]=[C:18]([C:19]3[CH:20]=[CH:21][CH:22]=[CH:23][CH:24]=3)[N:14]([C:10]([CH3:13])([CH3:12])[CH3:11])[N:15]=2)=[O:27])=[CH:3][CH:4]=1)=[O:7], predict the reactants needed to synthesize it. The reactants are: Br[C:2]1[CH:9]=[CH:8][C:5]([CH:6]=[O:7])=[CH:4][CH:3]=1.[C:10]([N:14]1[C:18]([C:19]2[CH:24]=[CH:23][C:22](F)=[CH:21][CH:20]=2)=[CH:17][C:16]([C:26]([NH2:28])=[O:27])=[N:15]1)([CH3:13])([CH3:12])[CH3:11].C(=O)([O-])[O-].[Cs+].[Cs+]. (6) Given the product [Br:1][C:2]1[CH:7]=[C:6]([O:8][CH2:9][CH3:10])[CH:5]=[CH:4][C:3]=1[NH2:11], predict the reactants needed to synthesize it. The reactants are: [Br:1][C:2]1[CH:7]=[C:6]([O:8][CH2:9][CH3:10])[CH:5]=[CH:4][C:3]=1[N+:11]([O-])=O.